The task is: Predict hERG channel inhibition at various concentrations.. This data is from hERG Central: cardiac toxicity at 1µM, 10µM, and general inhibition. (1) The compound is O=[N+]([O-])c1ccc(CN2CCC(Cc3ccccc3)CC2)cc1. Results: hERG_inhib (hERG inhibition (general)): blocker. (2) The molecule is O=C(CN1CCC(C(=O)c2ccc(F)cc2)CC1)Nc1ccc(F)cc1. Results: hERG_inhib (hERG inhibition (general)): blocker. (3) Results: hERG_inhib (hERG inhibition (general)): blocker. The drug is CCc1ccc(-n2cc(-c3ccc(F)cc3)[n+]3c2SCCC3)cc1.[Br-]. (4) The molecule is O=C(CSc1nc(=O)n(CCN2CCOCC2)c2c1CCCC2)Nc1ccc([N+](=O)[O-])cc1. Results: hERG_inhib (hERG inhibition (general)): blocker. (5) The molecule is Cc1ccnc2nc(C(=O)OCCOc3ccc(Cl)cc3)nn12. Results: hERG_inhib (hERG inhibition (general)): blocker. (6) The drug is Fc1ccc(-c2noc(C3CCN(Cc4cccnc4)CC3)n2)cc1. Results: hERG_inhib (hERG inhibition (general)): blocker. (7) The compound is CCN1CCCC1CN(Cc1cc2cc(C)ccc2[nH]c1=O)C(=O)Nc1ccccc1OC. Results: hERG_inhib (hERG inhibition (general)): blocker.